From a dataset of Reaction yield outcomes from USPTO patents with 853,638 reactions. Predict the reaction yield, written as a fraction of the theoretical maximum amount of product (1.0 means a 100% yield; for example, 0.34 means a 34% yield). (1) The reactants are [CH2:1]([C:8]1[CH:9]=[C:10]([C:28]2[CH:33]=[CH:32][C:31]([CH2:34][CH2:35][C:36]#[N:37])=[CH:30][C:29]=2[CH2:38][CH:39]([CH3:41])[CH3:40])[CH:11]=[CH:12][C:13]=1[C:14]1[CH:19]=[CH:18][C:17]([OH:20])=[C:16]([CH2:21][C:22]2[CH:27]=[CH:26][CH:25]=[CH:24][CH:23]=2)[CH:15]=1)[C:2]1[CH:7]=[CH:6][CH:5]=[CH:4][CH:3]=1.C([O-])([O-])=O.[K+].[K+].Cl[CH2:49][C:50]#[N:51].[Cl-].[Na+].O.O. The catalyst is CC(C)=O. The product is [CH2:1]([C:8]1[CH:9]=[C:10]([C:28]2[CH:33]=[CH:32][C:31]([CH2:34][CH2:35][C:36]#[N:37])=[CH:30][C:29]=2[CH2:38][CH:39]([CH3:41])[CH3:40])[CH:11]=[CH:12][C:13]=1[C:14]1[CH:19]=[CH:18][C:17]([O:20][CH2:49][C:50]#[N:51])=[C:16]([CH2:21][C:22]2[CH:27]=[CH:26][CH:25]=[CH:24][CH:23]=2)[CH:15]=1)[C:2]1[CH:3]=[CH:4][CH:5]=[CH:6][CH:7]=1. The yield is 0.970. (2) The reactants are [CH3:1][O:2][C:3]([C:5]1[CH:6]=[C:7]([C:14]2[CH:19]=[CH:18][C:17]([CH3:20])=[CH:16][CH:15]=2)[CH:8]=[C:9]([N+:11]([O-])=O)[CH:10]=1)=[O:4].Cl[Sn]Cl. The catalyst is CO. The product is [CH3:1][O:2][C:3]([C:5]1[CH:6]=[C:7]([C:14]2[CH:19]=[CH:18][C:17]([CH3:20])=[CH:16][CH:15]=2)[CH:8]=[C:9]([NH2:11])[CH:10]=1)=[O:4]. The yield is 0.950.